From a dataset of Peptide-MHC class II binding affinity with 134,281 pairs from IEDB. Regression. Given a peptide amino acid sequence and an MHC pseudo amino acid sequence, predict their binding affinity value. This is MHC class II binding data. (1) The peptide sequence is KLGEVSWEEEAEISG. The MHC is HLA-DQA10501-DQB10303 with pseudo-sequence HLA-DQA10501-DQB10303. The binding affinity (normalized) is 0. (2) The peptide sequence is EVYEARLTKFKYLAG. The MHC is HLA-DQA10101-DQB10501 with pseudo-sequence HLA-DQA10101-DQB10501. The binding affinity (normalized) is 0. (3) The peptide sequence is AFILDGDNLFPKA. The MHC is HLA-DQA10501-DQB10201 with pseudo-sequence HLA-DQA10501-DQB10201. The binding affinity (normalized) is 0.589. (4) The peptide sequence is VMELYADVVPKTAEN. The MHC is DRB3_0202 with pseudo-sequence DRB3_0202. The binding affinity (normalized) is 0.766. (5) The peptide sequence is EKPMNVQSLGWNIIT. The MHC is HLA-DQA10501-DQB10402 with pseudo-sequence HLA-DQA10501-DQB10402. The binding affinity (normalized) is 0.455. (6) The peptide sequence is KVSFEPIPIHYCAPAGFA. The MHC is HLA-DPA10201-DPB10501 with pseudo-sequence HLA-DPA10201-DPB10501. The binding affinity (normalized) is 0.418.